Predict the reactants needed to synthesize the given product. From a dataset of Full USPTO retrosynthesis dataset with 1.9M reactions from patents (1976-2016). (1) The reactants are: [N:1]1[N:2]=[C:3]([S:6]([O:9][C:10]2[CH:11]=[C:12]([CH3:26])[C:13]3[CH:17]([CH2:18][C:19]([O:21]CC)=[O:20])[O:16][B:15]([OH:24])[C:14]=3[CH:25]=2)(=[O:8])=[O:7])[NH:4][CH:5]=1.[Li+].[OH-].Cl. Given the product [N:1]1[N:2]=[C:3]([S:6]([O:9][C:10]2[CH:11]=[C:12]([CH3:26])[C:13]3[CH:17]([CH2:18][C:19]([OH:21])=[O:20])[O:16][B:15]([OH:24])[C:14]=3[CH:25]=2)(=[O:7])=[O:8])[NH:4][CH:5]=1, predict the reactants needed to synthesize it. (2) Given the product [F:1][C:2]1[CH:7]=[C:6]([C:8]([CH3:10])=[CH2:9])[CH:5]=[CH:4][C:3]=1[C@@H:11]([NH:13][C:21](=[O:22])[O:23][C:24]([CH3:27])([CH3:26])[CH3:25])[CH3:12], predict the reactants needed to synthesize it. The reactants are: [F:1][C:2]1[CH:7]=[C:6]([C:8]([CH3:10])=[CH2:9])[CH:5]=[CH:4][C:3]=1[C@@H:11]([NH2:13])[CH3:12].CN1C(=O)CCC1.[C:21](O[C:21]([O:23][C:24]([CH3:27])([CH3:26])[CH3:25])=[O:22])([O:23][C:24]([CH3:27])([CH3:26])[CH3:25])=[O:22]. (3) The reactants are: [CH:1]([C:4]1[CH:5]=[CH:6][C:7]([O:22][CH3:23])=[C:8]([C:10]2[C:11]([CH:20]=O)=[CH:12][C:13]([C:16]([F:19])([F:18])[F:17])=[CH:14][CH:15]=2)[CH:9]=1)([CH3:3])[CH3:2].[Cl-].O[NH3+:26].C([O-])(=O)C.[Na+]. Given the product [CH:1]([C:4]1[CH:5]=[CH:6][C:7]([O:22][CH3:23])=[C:8]([C:10]2[CH:15]=[CH:14][C:13]([C:16]([F:19])([F:18])[F:17])=[CH:12][C:11]=2[CH2:20][NH2:26])[CH:9]=1)([CH3:3])[CH3:2], predict the reactants needed to synthesize it.